From a dataset of Full USPTO retrosynthesis dataset with 1.9M reactions from patents (1976-2016). Predict the reactants needed to synthesize the given product. (1) The reactants are: [Li]CCCC.C(NC(C)C)(C)C.[C:13]1([CH2:19][CH2:20][CH2:21][C:22]([O:24][CH3:25])=[O:23])[CH:18]=[CH:17][CH:16]=[CH:15][CH:14]=1.C[Si](C)(C)Cl.C1C=CC(S(N(S(C2C=CC=CC=2)(=O)=O)[F:41])(=O)=O)=CC=1. Given the product [CH3:25][O:24][C:22](=[O:23])[CH:21]([F:41])[CH2:20][CH2:19][C:13]1[CH:18]=[CH:17][CH:16]=[CH:15][CH:14]=1, predict the reactants needed to synthesize it. (2) Given the product [CH3:8][C:4]1[CH:5]=[CH:6][CH:7]=[C:2]([CH3:1])[C:3]=1[NH:9][C:10]1[C:18]2[C:13](=[N:14][C:15]([NH:19][C:20]3[CH:21]=[CH:22][CH:23]=[CH:24][CH:25]=3)=[N:16][CH:17]=2)[N:12]([CH2:26][CH2:27][CH:28]=[O:31])[N:11]=1, predict the reactants needed to synthesize it. The reactants are: [CH3:1][C:2]1[CH:7]=[CH:6][CH:5]=[C:4]([CH3:8])[C:3]=1[NH:9][C:10]1[C:18]2[C:13](=[N:14][C:15]([NH:19][C:20]3[CH:25]=[CH:24][CH:23]=[CH:22][CH:21]=3)=[N:16][CH:17]=2)[N:12]([CH2:26][CH2:27][CH:28]([OH:31])CO)[N:11]=1. (3) The reactants are: [N+](C1C=CC=CC=1OC1C=C2C(=CC=1)OC(C1C=CC=CC=1)CC2)([O-])=O.[OH:27][C:28]1[CH:29]=[C:30]2[C:35](=[CH:36][CH:37]=1)[O:34][CH:33]([C:38]1[CH:43]=[CH:42][CH:41]=[CH:40][CH:39]=1)[CH2:32][CH2:31]2.[OH-].[K+].Cl[C:47]1[C:52]([N+:53]([O-:55])=[O:54])=[CH:51][C:50]([C:56]([F:59])([F:58])[F:57])=[CH:49][C:48]=1[N+:60]([O-:62])=[O:61]. Given the product [N+:53]([C:52]1[CH:51]=[C:50]([C:56]([F:57])([F:58])[F:59])[CH:49]=[C:48]([N+:60]([O-:62])=[O:61])[C:47]=1[O:27][C:28]1[CH:29]=[C:30]2[C:35](=[CH:36][CH:37]=1)[O:34][CH:33]([C:38]1[CH:43]=[CH:42][CH:41]=[CH:40][CH:39]=1)[CH2:32][CH2:31]2)([O-:55])=[O:54], predict the reactants needed to synthesize it. (4) Given the product [S:31]1[C:27]2[CH:26]=[CH:25][CH:24]=[C:23]([O:22][C:19]3[CH:20]=[CH:21][C:16]([NH:15][C:13]4[C:14]5[N:6]([CH2:5][CH2:4][NH:3][C:34](=[O:33])[C:35]([CH3:40])([CH3:39])[CH2:36][OH:37])[CH:7]=[CH:8][C:9]=5[N:10]=[CH:11][N:12]=4)=[CH:17][C:18]=3[F:32])[C:28]=2[CH:29]=[N:30]1, predict the reactants needed to synthesize it. The reactants are: Cl.Cl.[NH2:3][CH2:4][CH2:5][N:6]1[C:14]2[C:13]([NH:15][C:16]3[CH:21]=[CH:20][C:19]([O:22][C:23]4[C:28]5[CH:29]=[N:30][S:31][C:27]=5[CH:26]=[CH:25][CH:24]=4)=[C:18]([F:32])[CH:17]=3)=[N:12][CH:11]=[N:10][C:9]=2[CH:8]=[CH:7]1.[OH:33][CH2:34][C:35]([CH3:40])([CH3:39])[C:36](O)=[O:37].ON1C2C=CC=CC=2N=N1.Cl.C(N=C=NCCCN(C)C)C.